Dataset: Full USPTO retrosynthesis dataset with 1.9M reactions from patents (1976-2016). Task: Predict the reactants needed to synthesize the given product. (1) Given the product [OH:2][C:3]1[CH:4]=[C:5]([S:9][C:10]2[C:18]3[C:17]([NH:19][C@H:20]([C:22]4[N:27]([C:28]5[CH:33]=[CH:32][CH:31]=[CH:30][CH:29]=5)[C:26](=[O:34])[C:25]5=[C:35]([CH3:38])[CH:36]=[CH:37][N:24]5[N:23]=4)[CH3:21])=[N:16][CH:15]=[N:14][C:13]=3[NH:12][CH:11]=2)[CH:6]=[CH:7][CH:8]=1, predict the reactants needed to synthesize it. The reactants are: C[O:2][C:3]1[CH:4]=[C:5]([S:9][C:10]2[C:18]3[C:17]([NH:19][C@H:20]([C:22]4[N:27]([C:28]5[CH:33]=[CH:32][CH:31]=[CH:30][CH:29]=5)[C:26](=[O:34])[C:25]5=[C:35]([CH3:38])[CH:36]=[CH:37][N:24]5[N:23]=4)[CH3:21])=[N:16][CH:15]=[N:14][C:13]=3[N:12](COCC[Si](C)(C)C)[CH:11]=2)[CH:6]=[CH:7][CH:8]=1.B(Br)(Br)Br.N. (2) Given the product [ClH:28].[CH:25]1[C:26]2[C:21](=[CH:20][C:19]3[C:14]([C:13]=2[CH2:12][NH:11][CH2:10][CH2:9][CH2:8][NH2:7])=[CH:15][CH:16]=[CH:17][CH:18]=3)[CH:22]=[CH:23][CH:24]=1, predict the reactants needed to synthesize it. The reactants are: C(OC(=O)[NH:7][CH2:8][CH2:9][CH2:10][NH:11][CH2:12][C:13]1[C:14]2[C:19]([CH:20]=[C:21]3[C:26]=1[CH:25]=[CH:24][CH:23]=[CH:22]3)=[CH:18][CH:17]=[CH:16][CH:15]=2)(C)(C)C.[ClH:28]. (3) Given the product [Cl:46][C:43]1[CH:44]=[CH:45][C:40]([N:57]([CH3:56])[C:58]2[CH:63]=[N:62][C:61]([C:64]([C:66]3[CH:67]=[CH:68][C:69]([S:75]([CH2:77][CH2:78][CH2:79][CH2:80][CH2:81][CH3:82])=[O:76])=[C:70]([CH:74]=3)[C:71]([OH:73])=[O:72])=[O:65])=[N:13][CH:59]=2)=[CH:41][CH:42]=1, predict the reactants needed to synthesize it. The reactants are: COC(=O)C1C=C(C(C2N=CC(Br)=C[N:13]=2)=O)C=CC=1F.COC(=O)C1C=C(C(C2C=CC(NC[C:40]3[CH:45]=[CH:44][C:43]([Cl:46])=[CH:42][CH:41]=3)=CN=2)=O)C=CC=1F.ClC1C=CC([CH2:56][NH:57][C:58]2[CH:59]=C[C:61]([C:64]([C:66]3[CH:67]=[CH:68][C:69]([S:75]([C:77]4[CH:82]=[CH:81][C:80](F)=[C:79](F)[CH:78]=4)=[O:76])=[C:70]([CH:74]=3)[C:71]([OH:73])=[O:72])=[O:65])=[N:62][CH:63]=2)=CC=1. (4) Given the product [Br:1][C:2]1[CH:8]=[CH:7][C:6]([CH3:9])=[CH:5][C:3]=1[NH:4][C:10](=[O:14])[CH:11]([CH3:13])[CH3:12], predict the reactants needed to synthesize it. The reactants are: [Br:1][C:2]1[CH:8]=[CH:7][C:6]([CH3:9])=[CH:5][C:3]=1[NH2:4].[C:10](Cl)(=[O:14])[CH:11]([CH3:13])[CH3:12]. (5) Given the product [CH2:33]([C:36]1[CH:37]=[N:38][C:24]([N:21]2[CH2:22][CH2:23][CH:18]([C:15]3[CH:16]=[CH:17][C:12]([CH2:11][O:10][C:9]4[CH:31]=[CH:32][C:6]([N:1]5[CH:5]=[N:4][N:3]=[N:2]5)=[CH:7][CH:8]=4)=[N:13][CH:14]=3)[CH2:19][CH2:20]2)=[N:40][CH:41]=1)[CH2:34][CH3:35], predict the reactants needed to synthesize it. The reactants are: [N:1]1([C:6]2[CH:32]=[CH:31][C:9]([O:10][CH2:11][C:12]3[CH:17]=[CH:16][C:15]([CH:18]4[CH2:23][CH2:22][N:21]([C:24](OC(C)(C)C)=O)[CH2:20][CH2:19]4)=[CH:14][N:13]=3)=[CH:8][CH:7]=2)[CH:5]=[N:4][N:3]=[N:2]1.[CH2:33]([C:36]1[CH:37]=[N:38]C(Br)=[N:40][CH:41]=1)[CH2:34][CH3:35]. (6) Given the product [Cl:1][C:2]1[S:6][C:5]([C:7]([NH:9][CH2:10][C:11]2[N:12]=[CH:13][N:14]([C:16]3[CH:21]=[CH:20][C:19]([N:22]4[CH:27]=[CH:26][CH:25]=[CH:24][C:23]4=[O:28])=[CH:18][C:17]=3[N:30]3[CH2:35][CH2:34][S:33][CH2:32][CH2:31]3)[CH:15]=2)=[O:8])=[CH:4][CH:3]=1, predict the reactants needed to synthesize it. The reactants are: [Cl:1][C:2]1[S:6][C:5]([C:7]([NH:9][CH2:10][C:11]2[N:12]=[CH:13][N:14]([C:16]3[CH:21]=[CH:20][C:19]([N:22]4[CH:27]=[CH:26][CH:25]=[CH:24][C:23]4=[O:28])=[CH:18][C:17]=3F)[CH:15]=2)=[O:8])=[CH:4][CH:3]=1.[NH:30]1[CH2:35][CH2:34][S:33][CH2:32][CH2:31]1. (7) Given the product [NH2:7][CH2:8][CH:9]1[CH2:14][CH2:13][N:12]([C:15]2[CH:20]=[CH:19][N:18]=[C:17]([OH:21])[CH:16]=2)[CH2:11][CH2:10]1, predict the reactants needed to synthesize it. The reactants are: C(OC(=O)[NH:7][CH2:8][CH:9]1[CH2:14][CH2:13][N:12]([C:15]2[CH:20]=[CH:19][N:18]=[C:17]([OH:21])[CH:16]=2)[CH2:11][CH2:10]1)(C)(C)C.C1(C)C=CC=CC=1. (8) Given the product [ClH:1].[Cl:1][C:2]1[CH:10]=[C:9]2[C:5]([C:6]([CH2:19][CH:20]([CH3:22])[CH3:21])=[CH:7][N:8]2[C:11]2[S:12][CH:13]=[C:14]([C:16]3[NH:51][C:50]4[C:45]([N:44]=3)=[N:46][CH:47]=[CH:48][CH:49]=4)[N:15]=2)=[CH:4][CH:3]=1, predict the reactants needed to synthesize it. The reactants are: [Cl:1][C:2]1[CH:10]=[C:9]2[C:5]([C:6]([CH2:19][CH:20]([CH3:22])[CH3:21])=[CH:7][N:8]2[C:11]2[S:12][CH:13]=[C:14]([C:16](O)=O)[N:15]=2)=[CH:4][CH:3]=1.ON1C2C=CC=CC=2N=N1.CCN=C=NCCCN(C)C.[NH2:44][C:45]1[C:50]([NH2:51])=[CH:49][CH:48]=[CH:47][N:46]=1. (9) Given the product [N:24]1[CH:29]=[CH:28][CH:27]=[C:26]([CH2:30][C:31]([NH:1][C:2]2[CH:7]=[CH:6][CH:5]=[C:4]([C:8]3[N:13]4[N:14]=[CH:15][C:16]([C:17]([C:19]5[S:20][CH:21]=[CH:22][CH:23]=5)=[O:18])=[C:12]4[N:11]=[CH:10][CH:9]=3)[CH:3]=2)=[O:32])[CH:25]=1, predict the reactants needed to synthesize it. The reactants are: [NH2:1][C:2]1[CH:3]=[C:4]([C:8]2[N:13]3[N:14]=[CH:15][C:16]([C:17]([C:19]4[S:20][CH:21]=[CH:22][CH:23]=4)=[O:18])=[C:12]3[N:11]=[CH:10][CH:9]=2)[CH:5]=[CH:6][CH:7]=1.[N:24]1[CH:29]=[CH:28][CH:27]=[C:26]([CH2:30][C:31](O)=[O:32])[CH:25]=1. (10) Given the product [C:7]([NH:13][NH:14][C:1]([CH:2]1[CH2:19][CH2:20][N:16]([C:17]2[CH:18]=[CH:19][CH:20]=[CH:15][N:16]=2)[CH2:17][CH2:18]1)=[O:5])(=[O:12])[CH2:8][CH2:9][CH2:10][CH3:11], predict the reactants needed to synthesize it. The reactants are: [C:1](Cl)(=[O:5])[C:2](Cl)=O.[C:7]([NH:13][NH2:14])(=[O:12])[CH2:8][CH2:9][CH2:10][CH3:11].[CH3:15][N:16]1[CH2:20][CH2:19][CH2:18][C:17]1=O.Cl.